From a dataset of Full USPTO retrosynthesis dataset with 1.9M reactions from patents (1976-2016). Predict the reactants needed to synthesize the given product. (1) Given the product [CH:5]([C:4]1[N:8]([C:9]2[CH:14]=[CH:13][CH:12]=[CH:11][CH:10]=2)[C:15]([C:16]2[CH:21]=[CH:20][CH:19]=[CH:18][CH:17]=2)=[N:23][N:24]=1)([CH3:7])[CH3:6], predict the reactants needed to synthesize it. The reactants are: C(S[C:4](=[N:8][C:9]1[CH:14]=[CH:13][CH:12]=[CH:11][CH:10]=1)[CH:5]([CH3:7])[CH3:6])C.[C:15]([NH:23][NH2:24])(=O)[C:16]1[CH:21]=[CH:20][CH:19]=[CH:18][CH:17]=1. (2) Given the product [NH2:1][C:2]1[N:7]=[CH:6][N:5]=[C:4]([NH:8][C:9]2[CH:14]=[CH:13][C:12]([CH2:15][C:16]([N:34]([O:35][CH3:36])[CH3:33])=[O:17])=[CH:11][CH:10]=2)[C:3]=1[C:19]1[CH:24]=[CH:23][C:22]([O:25][C:26]2[CH:31]=[CH:30][CH:29]=[CH:28][CH:27]=2)=[CH:21][CH:20]=1, predict the reactants needed to synthesize it. The reactants are: [NH2:1][C:2]1[N:7]=[CH:6][N:5]=[C:4]([NH:8][C:9]2[CH:14]=[CH:13][C:12]([CH2:15][C:16](O)=[O:17])=[CH:11][CH:10]=2)[C:3]=1[C:19]1[CH:24]=[CH:23][C:22]([O:25][C:26]2[CH:31]=[CH:30][CH:29]=[CH:28][CH:27]=2)=[CH:21][CH:20]=1.Cl.[CH3:33][NH:34][O:35][CH3:36].CCN=C=NCCCN(C)C.Cl.ON1C2C=CC=CC=2N=N1.C(N(CC)C(C)C)(C)C. (3) Given the product [CH:2]([NH2:1])([CH3:7])[CH3:3].[NH2:1][CH:2]1[CH2:3][CH2:4][N:5]([CH2:8][C@@:9]2([OH:24])[C:13]3=[C:14]([F:23])[CH:15]=[N:16][C:17]4[CH:18]=[C:19]([F:22])[C:20](=[O:21])[N:11]([C:12]=43)[CH2:10]2)[CH2:6][CH2:7]1.[NH2:25][CH:26]1[CH2:27][CH2:28][N:29]([CH2:32][C@:33]2([OH:47])[C:37]3=[C:38]([F:46])[CH:39]=[N:40][C:41]4[CH:42]=[CH:43][C:44](=[O:45])[N:35]([C:36]=43)[CH2:34]2)[CH2:30][CH2:31]1, predict the reactants needed to synthesize it. The reactants are: [NH2:1][CH:2]1[CH2:7][CH2:6][N:5]([CH2:8][C@@:9]2([OH:24])[C:13]3=[C:14]([F:23])[CH:15]=[N:16][C:17]4[CH:18]=[C:19]([F:22])[C:20](=[O:21])[N:11]([C:12]=43)[CH2:10]2)[CH2:4][CH2:3]1.[NH2:25][CH:26]1[CH2:31][CH2:30][N:29]([CH2:32][C@:33]2([OH:47])[C:37]3=[C:38]([F:46])[CH:39]=[N:40][C:41]4[CH:42]=[CH:43][C:44](=[O:45])[N:35]([C:36]=43)[CH2:34]2)[CH2:28][CH2:27]1. (4) Given the product [Cl:1][C:2]1[S:6][C:5]([N:7]([CH2:8][C:9]2[CH:14]=[CH:13][C:12]([O:15][CH3:16])=[CH:11][C:10]=2[O:17][CH3:18])[S:28]([C:21]2[CH:22]=[C:23]([F:27])[C:24]([F:26])=[CH:25][C:20]=2[F:19])(=[O:30])=[O:29])=[N:4][CH:3]=1, predict the reactants needed to synthesize it. The reactants are: [Cl:1][C:2]1[S:6][C:5]([NH:7][CH2:8][C:9]2[CH:14]=[CH:13][C:12]([O:15][CH3:16])=[CH:11][C:10]=2[O:17][CH3:18])=[N:4][CH:3]=1.[F:19][C:20]1[CH:25]=[C:24]([F:26])[C:23]([F:27])=[CH:22][C:21]=1[S:28](Cl)(=[O:30])=[O:29]. (5) Given the product [CH:1]([C:4]1[N:8]2[C:9]([S:19][CH3:18])=[CH:10][CH:11]=[C:12]([C:13]([O:15][CH3:16])=[O:14])[C:7]2=[N:6][N:5]=1)([CH3:3])[CH3:2], predict the reactants needed to synthesize it. The reactants are: [CH:1]([C:4]1[N:8]2[C:9](Cl)=[CH:10][CH:11]=[C:12]([C:13]([O:15][CH3:16])=[O:14])[C:7]2=[N:6][N:5]=1)([CH3:3])[CH3:2].[CH3:18][S-:19].[Na+]. (6) Given the product [Cl:1][C:2]1[CH:7]=[C:6]([NH:8][CH:9]([S:10][CH3:24])[NH:20][C:21]#[N:22])[CH:5]=[C:4]([Cl:11])[C:3]=1[C:12]1[CH:17]=[N:16][C:15]([O:18][CH3:19])=[CH:14][CH:13]=1, predict the reactants needed to synthesize it. The reactants are: [Cl:1][C:2]1[CH:7]=[C:6]([N:8]=[C:9]=[S:10])[CH:5]=[C:4]([Cl:11])[C:3]=1[C:12]1[CH:13]=[CH:14][C:15]([O:18][CH3:19])=[N:16][CH:17]=1.[N:20]#[C:21][NH2:22].[Na].[CH3:24]I. (7) Given the product [F:20][C:14]([F:19])([S:15]([O-:18])(=[O:17])=[O:16])[CH:13]([O:12][C:7](=[O:8])[C:6]1[CH:10]=[CH:11][C:3]([CH:1]=[CH2:2])=[CH:4][CH:5]=1)[C:21]([F:24])([F:22])[F:23].[C:38]1([S+:31]([C:25]2[CH:26]=[CH:27][CH:28]=[CH:29][CH:30]=2)[C:32]2[CH:37]=[CH:36][CH:35]=[CH:34][CH:33]=2)[CH:39]=[CH:40][CH:41]=[CH:42][CH:43]=1, predict the reactants needed to synthesize it. The reactants are: [CH:1]([C:3]1[CH:11]=[CH:10][C:6]([C:7](Cl)=[O:8])=[CH:5][CH:4]=1)=[CH2:2].[OH:12][CH:13]([C:21]([F:24])([F:23])[F:22])[C:14]([F:20])([F:19])[S:15]([O-:18])(=[O:17])=[O:16].[C:25]1([S+:31]([C:38]2[CH:43]=[CH:42][CH:41]=[CH:40][CH:39]=2)[C:32]2[CH:37]=[CH:36][CH:35]=[CH:34][CH:33]=2)[CH:30]=[CH:29][CH:28]=[CH:27][CH:26]=1.C(N(CC)CC)C.Cl. (8) Given the product [Cl:1][C:2]1[C:3]([N:27]([CH3:31])[CH2:28][CH2:29][CH3:30])=[CH:4][C:5]2[N:11]=[C:10]([C:12]3[CH:17]=[CH:16][CH:15]=[C:14]([N:18]4[C:22]([CH2:23][N:39]([CH2:40][CH3:41])[CH2:37][CH3:38])=[CH:21][N:20]=[N:19]4)[CH:13]=3)[CH2:9][C:8](=[O:25])[NH:7][C:6]=2[CH:26]=1, predict the reactants needed to synthesize it. The reactants are: [Cl:1][C:2]1[C:3]([N:27]([CH3:31])[CH2:28][CH2:29][CH3:30])=[CH:4][C:5]2[N:11]=[C:10]([C:12]3[CH:17]=[CH:16][CH:15]=[C:14]([N:18]4[C:22]([CH2:23]O)=[CH:21][N:20]=[N:19]4)[CH:13]=3)[CH2:9][C:8](=[O:25])[NH:7][C:6]=2[CH:26]=1.S(Cl)(Cl)=O.[Cl-].[CH2:37]([NH:39][CH2:40][CH3:41])[CH3:38]. (9) Given the product [O:20]([CH2:2][CH2:3][CH2:4][CH2:5][CH2:6][C:7]([O:9][C:10]([CH3:13])([CH3:12])[CH3:11])=[O:8])[C:14]1[CH:19]=[CH:18][CH:17]=[CH:16][CH:15]=1, predict the reactants needed to synthesize it. The reactants are: I[CH2:2][CH2:3][CH2:4][CH2:5][CH2:6][C:7]([O:9][C:10]([CH3:13])([CH3:12])[CH3:11])=[O:8].[C:14]1([OH:20])[CH:19]=[CH:18][CH:17]=[CH:16][CH:15]=1.C([O-])([O-])=O.[K+].[K+]. (10) Given the product [C:9]([C:12]1[CH:13]=[C:14]([C:2]2[CH:3]=[C:4]([CH:7]=[O:8])[S:5][CH:6]=2)[CH:15]=[N:16][CH:17]=1)#[C:10][CH3:11], predict the reactants needed to synthesize it. The reactants are: Br[C:2]1[CH:3]=[C:4]([CH:7]=[O:8])[S:5][CH:6]=1.[C:9]([C:12]1[CH:13]=[C:14](B(O)O)[CH:15]=[N:16][CH:17]=1)#[C:10][CH3:11].